Dataset: Catalyst prediction with 721,799 reactions and 888 catalyst types from USPTO. Task: Predict which catalyst facilitates the given reaction. Reactant: [Br:1][C:2]1[CH:3]=[N:4][C:5]2[C:10]([CH:11]=1)=[C:9]([F:12])[C:8]([CH:13]([C:15]1[N:19]3[N:20]=[C:21]([C:24](OC)=[O:25])[CH:22]=[CH:23][C:18]3=[N:17][N:16]=1)[CH3:14])=[C:7]([F:28])[CH:6]=2.[Li+].[OH-].Cl.[CH3:32][NH:33][O:34][CH3:35].CN1CCOCC1.CN(C(ON1N=NC2C=CC=NC1=2)=[N+](C)C)C.F[P-](F)(F)(F)(F)F.C([O-])([O-])=O.[K+].[K+]. Product: [Br:1][C:2]1[CH:3]=[N:4][C:5]2[C:10]([CH:11]=1)=[C:9]([F:12])[C:8]([CH:13]([C:15]1[N:19]3[N:20]=[C:21]([C:24]([N:33]([O:34][CH3:35])[CH3:32])=[O:25])[CH:22]=[CH:23][C:18]3=[N:17][N:16]=1)[CH3:14])=[C:7]([F:28])[CH:6]=2. The catalyst class is: 20.